From a dataset of Reaction yield outcomes from USPTO patents with 853,638 reactions. Predict the reaction yield, written as a fraction of the theoretical maximum amount of product (1.0 means a 100% yield; for example, 0.34 means a 34% yield). The reactants are [N+:1]([C:4]1[S:8][CH:7]=[C:6]([C:9]#[N:10])[C:5]=1[C:11]1[CH:16]=[N:15][CH:14]=[CH:13][N:12]=1)([O-])=O.[Sn](Cl)Cl.[OH-].[Na+]. The catalyst is Cl. The product is [NH2:1][C:4]1[S:8][CH:7]=[C:6]([C:9]#[N:10])[C:5]=1[C:11]1[CH:16]=[N:15][CH:14]=[CH:13][N:12]=1. The yield is 0.210.